Dataset: Catalyst prediction with 721,799 reactions and 888 catalyst types from USPTO. Task: Predict which catalyst facilitates the given reaction. (1) Reactant: [OH:1][C:2]1[CH:7]=[CH:6][C:5]([CH:8]2[CH2:13][CH2:12][C:11](=[O:14])[CH2:10][CH2:9]2)=[CH:4][CH:3]=1.C([O-])([O-])=O.[K+].[K+].I[CH2:22][CH3:23]. Product: [CH2:22]([O:1][C:2]1[CH:3]=[CH:4][C:5]([CH:8]2[CH2:9][CH2:10][C:11](=[O:14])[CH2:12][CH2:13]2)=[CH:6][CH:7]=1)[CH3:23]. The catalyst class is: 21. (2) Reactant: [C:1]([CH2:4][CH2:5][C:6]1[C:7]([CH3:13])=[C:8]([CH:11]=O)[NH:9][CH:10]=1)([OH:3])=[O:2].[CH3:14][O:15][C:16]1[CH:21]=[CH:20][C:19]([C:22]2[CH:30]=[C:29]3[C:25]([CH2:26][C:27](=[O:31])[NH:28]3)=[CH:24][CH:23]=2)=[CH:18][CH:17]=1. Product: [CH3:14][O:15][C:16]1[CH:17]=[CH:18][C:19]([C:22]2[CH:30]=[C:29]3[C:25]([C:26](=[CH:11][C:8]4[NH:9][CH:10]=[C:6]([CH2:5][CH2:4][C:1]([OH:3])=[O:2])[C:7]=4[CH3:13])[C:27](=[O:31])[NH:28]3)=[CH:24][CH:23]=2)=[CH:20][CH:21]=1. The catalyst class is: 495. (3) Reactant: [N+:1]([C:4]1[CH:5]=[C:6]2[C:14](=[CH:15][CH:16]=1)[NH:13][C:12]1[CH2:11][CH2:10][CH2:9][CH2:8][C:7]2=1)([O-:3])=[O:2].C(=O)([O-])[O-].[K+].[K+].Br[CH2:24][CH:25]([CH3:27])[CH3:26].O. Product: [CH2:24]([N:13]1[C:12]2[CH2:11][CH2:10][CH2:9][CH2:8][C:7]=2[C:6]2[C:14]1=[CH:15][CH:16]=[C:4]([N+:1]([O-:3])=[O:2])[CH:5]=2)[CH:25]([CH3:27])[CH3:26]. The catalyst class is: 3. (4) Reactant: [CH3:1][O:2][C:3]1[CH:8]=[CH:7][C:6]([N:9]2[C:13]3[C:14](=[O:18])[NH:15][CH2:16][CH2:17][C:12]=3[C:11]([C:19]([O:21][CH2:22][CH3:23])=[O:20])=[N:10]2)=[CH:5][CH:4]=1.I[C:25]1[CH:30]=[CH:29][C:28]([C:31]([CH3:35])([CH3:34])[C:32]#[N:33])=[CH:27][CH:26]=1.C([O-])([O-])=O.[K+].[K+]. Product: [C:32]([C:31]([CH3:35])([CH3:34])[C:28]1[CH:29]=[CH:30][C:25]([N:15]2[CH2:16][CH2:17][C:12]3[C:11]([C:19]([O:21][CH2:22][CH3:23])=[O:20])=[N:10][N:9]([C:6]4[CH:7]=[CH:8][C:3]([O:2][CH3:1])=[CH:4][CH:5]=4)[C:13]=3[C:14]2=[O:18])=[CH:26][CH:27]=1)#[N:33]. The catalyst class is: 419. (5) Reactant: C(OC([N:8]1[CH2:13][CH2:12][N:11]([C:14]2[N:19]=[C:18]([C:20]3[CH:25]=[CH:24][N:23]=[C:22]([N:26](C(OC(C)(C)C)=O)[CH:27]4[CH2:32][CH2:31][CH2:30][CH2:29][CH2:28]4)[CH:21]=3)[CH:17]=[C:16]([OH:40])[CH:15]=2)[CH2:10][CH2:9]1)=O)(C)(C)C.C(O)(C(F)(F)F)=O. Product: [CH:27]1([NH:26][C:22]2[CH:21]=[C:20]([C:18]3[CH:17]=[C:16]([OH:40])[CH:15]=[C:14]([N:11]4[CH2:12][CH2:13][NH:8][CH2:9][CH2:10]4)[N:19]=3)[CH:25]=[CH:24][N:23]=2)[CH2:32][CH2:31][CH2:30][CH2:29][CH2:28]1. The catalyst class is: 2.